From a dataset of Full USPTO retrosynthesis dataset with 1.9M reactions from patents (1976-2016). Predict the reactants needed to synthesize the given product. (1) Given the product [CH:28]1([C:2]2[CH:3]=[CH:4][C:5]([O:8][C:9]3[CH:14]=[CH:13][CH:12]=[C:11]([CH:15]=[C:16]4[CH2:25][CH2:24][C:19]5([O:23][CH2:22][CH2:21][O:20]5)[CH2:18][CH2:17]4)[CH:10]=3)=[N:6][CH:7]=2)[CH2:29][CH2:30]1, predict the reactants needed to synthesize it. The reactants are: Br[C:2]1[CH:3]=[CH:4][C:5]([O:8][C:9]2[CH:14]=[CH:13][CH:12]=[C:11]([CH:15]=[C:16]3[CH2:25][CH2:24][C:19]4([O:23][CH2:22][CH2:21][O:20]4)[CH2:18][CH2:17]3)[CH:10]=2)=[N:6][CH:7]=1.BrC1[CH:28]=[CH:29][C:30](Cl)=NC=1.FC(F)(F)C1C=CC(OC2C=C(C=C3CCC(N)CC3)C=CC=2)=NC=1.C1(P(C2CCCCC2)C2CCCCC2)CCCCC1.[O-]P([O-])([O-])=O.[K+].[K+].[K+].C1(B(O)O)CC1. (2) Given the product [CH3:24][C:21]([CH3:25])([O:1][C:2]1[C:11]([O:12][C:31]([CH3:32])([CH3:37])[C:30]#[CH:29])=[C:10]2[C:5]([C:6](=[O:19])[CH:7]=[C:8]([C:13]3[CH:18]=[CH:17][CH:16]=[CH:15][CH:14]=3)[O:9]2)=[CH:4][CH:3]=1)[C:22]#[CH:23], predict the reactants needed to synthesize it. The reactants are: [OH:1][C:2]1[C:11]([OH:12])=[C:10]2[C:5]([C:6](=[O:19])[CH:7]=[C:8]([C:13]3[CH:18]=[CH:17][CH:16]=[CH:15][CH:14]=3)[O:9]2)=[CH:4][CH:3]=1.Cl[C:21]([CH3:25])([CH3:24])[C:22]#[CH:23].N12CCCN=[C:32]1[CH2:31][CH2:30][CH2:29]CC2.[C:37](#N)C. (3) Given the product [CH3:1][C:2]1[CH:3]=[N:4][C:5]([CH2:11][S+:12]([O-:13])[C:14]2[N-:18][C:17]3[CH:19]=[CH:20][C:21]([O:23][CH3:24])=[CH:22][C:16]=3[N:15]=2)=[C:6]([CH3:10])[C:7]=1[O:8][CH3:9].[CH3:25][C:26]1[CH:27]=[N:28][C:29]([CH2:35][S+:36]([O-:37])[C:38]2[N-:42][C:41]3[CH:43]=[CH:44][C:45]([O:47][CH3:48])=[CH:46][C:40]=3[N:39]=2)=[C:30]([CH3:34])[C:31]=1[O:32][CH3:33].[Mg+2:52], predict the reactants needed to synthesize it. The reactants are: [CH3:1][C:2]1[C:7]([O:8][CH3:9])=[C:6]([CH3:10])[C:5]([CH2:11][S:12]([C:14]2[N-:18][C:17]3[CH:19]=[CH:20][C:21]([O:23][CH3:24])=[CH:22][C:16]=3[N:15]=2)=[O:13])=[N:4][CH:3]=1.[CH3:25][C:26]1[C:31]([O:32][CH3:33])=[C:30]([CH3:34])[C:29]([CH2:35][S:36]([C:38]2[N-:42][C:41]3[CH:43]=[CH:44][C:45]([O:47][CH3:48])=[CH:46][C:40]=3[N:39]=2)=[O:37])=[N:28][CH:27]=1.O.O.O.[Mg+2:52]. (4) Given the product [CH2:9]([C:8]1[NH:11][C:6]2[CH:5]=[C:4]([N+:1]([O-:3])=[O:2])[CH:9]=[CH:8][C:7]=2[N:10]=1)[CH2:4][CH2:5][CH2:6][CH3:7], predict the reactants needed to synthesize it. The reactants are: [N+:1]([C:4]1[CH:9]=[CH:8][C:7]([NH2:10])=[C:6]([NH2:11])[CH:5]=1)([O-:3])=[O:2]. (5) Given the product [C:24]([C:23]1[CH:27]=[CH:28][C:29]([N:31]2[C:39]3[CH2:38][C:37]([CH3:40])([CH3:41])[CH2:36][C:35](=[O:42])[C:34]=3[C:33]([CH3:43])=[N:32]2)=[CH:30][C:22]=1[NH:21][CH2:20][CH2:19][CH2:18][O:17][CH2:16][CH2:15][O:14][CH2:13][CH2:12][O:11][CH2:10][CH2:9][O:8][CH2:7][CH2:6][O:5][CH2:4][CH2:3][CH2:2][NH:1][C:48](=[O:49])[C:47]1[CH:51]=[CH:52][CH:53]=[C:45]([I:44])[CH:46]=1)(=[O:25])[NH2:26], predict the reactants needed to synthesize it. The reactants are: [NH2:1][CH2:2][CH2:3][CH2:4][O:5][CH2:6][CH2:7][O:8][CH2:9][CH2:10][O:11][CH2:12][CH2:13][O:14][CH2:15][CH2:16][O:17][CH2:18][CH2:19][CH2:20][NH:21][C:22]1[CH:30]=[C:29]([N:31]2[C:39]3[CH2:38][C:37]([CH3:41])([CH3:40])[CH2:36][C:35](=[O:42])[C:34]=3[C:33]([CH3:43])=[N:32]2)[CH:28]=[CH:27][C:23]=1[C:24]([NH2:26])=[O:25].[I:44][C:45]1[CH:46]=[C:47]([CH:51]=[CH:52][CH:53]=1)[C:48](O)=[O:49].C(Cl)CCl.C1C=CC2N(O)N=NC=2C=1. (6) Given the product [Cl:30][C:19]1[CH:20]=[C:21]([C:22]2[C:27]([CH3:28])=[CH:26][CH:25]=[CH:24][C:23]=2[CH3:29])[C:15]2[O:14][CH:13]([CH2:12][NH:34][CH2:31][CH2:32][CH3:33])[CH2:17][C:16]=2[CH:18]=1, predict the reactants needed to synthesize it. The reactants are: CC1C=CC(S(O[CH2:12][CH:13]2[CH2:17][C:16]3[CH:18]=[C:19]([Cl:30])[CH:20]=[C:21]([C:22]4[C:27]([CH3:28])=[CH:26][CH:25]=[CH:24][C:23]=4[CH3:29])[C:15]=3[O:14]2)(=O)=O)=CC=1.[CH2:31]([NH2:34])[CH2:32][CH3:33]. (7) Given the product [CH3:1][O:2][C:3]1[CH:4]=[C:5]([CH:13]([NH:15][C:16]2[C:17]3[N:18]=[CH:19][N:20]([C:35]=3[N:36]=[CH:37][N:38]=2)[C@@H:21]2[O:31][C@H:25]([CH2:26][OH:27])[C@@H:23]([OH:24])[CH2:22]2)[CH3:14])[CH:6]=[C:7]([O:11][CH3:12])[C:8]=1[O:9][CH3:10], predict the reactants needed to synthesize it. The reactants are: [CH3:1][O:2][C:3]1[CH:4]=[C:5]([CH:13]([NH:15][C:16]2[C:17]3[N:18]=[CH:19][N:20]([C:35]=3[N:36]=[CH:37][N:38]=2)[C@@H:21]2[O:31][C@H:25]([CH:26](C(=O)C)[OH:27])[C@@:23](C(=O)C)([OH:24])[CH2:22]2)[CH3:14])[CH:6]=[C:7]([O:11][CH3:12])[C:8]=1[O:9][CH3:10].CO.N. (8) The reactants are: [Si]([O:8][C@H:9]([C:23]1[CH:32]=[CH:31][C:30]([OH:33])=[C:29]2[C:24]=1[CH:25]=[CH:26][C:27](=[O:34])[NH:28]2)[CH2:10][NH:11][CH:12]1[CH2:17][CH2:16][N:15]([CH2:18][CH2:19][C:20](O)=[O:21])[CH2:14][CH2:13]1)(C(C)(C)C)(C)C.CN(C(ON1N=NC2C=CC=NC1=2)=[N+](C)C)C.F[P-](F)(F)(F)(F)F.C(N(CC)CC)C.[C:66]1([C:74]2[CH:79]=[CH:78][CH:77]=[CH:76][CH:75]=2)[CH:71]=[CH:70][CH:69]=[C:68]([CH2:72][NH2:73])[CH:67]=1. Given the product [C:66]1([C:74]2[CH:79]=[CH:78][CH:77]=[CH:76][CH:75]=2)[CH:71]=[CH:70][CH:69]=[C:68]([CH2:72][NH:73][C:20](=[O:21])[CH2:19][CH2:18][N:15]2[CH2:16][CH2:17][CH:12]([NH:11][CH2:10][C@H:9]([OH:8])[C:23]3[CH:32]=[CH:31][C:30]([OH:33])=[C:29]4[C:24]=3[CH:25]=[CH:26][C:27](=[O:34])[NH:28]4)[CH2:13][CH2:14]2)[CH:67]=1, predict the reactants needed to synthesize it. (9) Given the product [Br:1][C:2]1[CH:3]=[CH:4][C:5]([F:24])=[C:6]([C@:8]([NH:17][S@:18]([C:20]([CH3:22])([CH3:21])[CH3:23])=[O:19])([CH:14]([F:16])[F:15])[CH2:9][C:10]([O:12][CH3:13])=[O:11])[CH:7]=1.[F:15][CH:14]([F:16])[CH2:8][CH2:9][C:10]([O-:12])=[O:11], predict the reactants needed to synthesize it. The reactants are: [Br:1][C:2]1[CH:3]=[CH:4][C:5]([F:24])=[C:6]([C:8]([NH:17][S@:18]([C:20]([CH3:23])([CH3:22])[CH3:21])=[O:19])([CH:14]([F:16])[F:15])[CH2:9][C:10]([O:12][CH3:13])=[O:11])[CH:7]=1.